This data is from Reaction yield outcomes from USPTO patents with 853,638 reactions. The task is: Predict the reaction yield, written as a fraction of the theoretical maximum amount of product (1.0 means a 100% yield; for example, 0.34 means a 34% yield). (1) The reactants are [Cl:1][C:2]1[CH:3]=[C:4]2[C:9](=[CH:10][C:11]=1[O:12][C:13]1[CH:21]=[CH:20][C:16]([C:17]([OH:19])=O)=[CH:15][CH:14]=1)[O:8][CH2:7][CH2:6][CH:5]2[C:22]([O:24][CH2:25][CH3:26])=[O:23].C(Cl)(=O)C(Cl)=O.[F:33][C:34]([F:46])([F:45])[C:35]1[CH:44]=[CH:43][C:38]2[N:39]=[C:40]([NH2:42])[S:41][C:37]=2[CH:36]=1.C(N(C(C)C)CC)(C)C. The catalyst is ClCCl.CN(C)C=O.CO. The product is [Cl:1][C:2]1[CH:3]=[C:4]2[C:9](=[CH:10][C:11]=1[O:12][C:13]1[CH:21]=[CH:20][C:16]([C:17](=[O:19])[NH:42][C:40]3[S:41][C:37]4[CH:36]=[C:35]([C:34]([F:46])([F:33])[F:45])[CH:44]=[CH:43][C:38]=4[N:39]=3)=[CH:15][CH:14]=1)[O:8][CH2:7][CH2:6][CH:5]2[C:22]([O:24][CH2:25][CH3:26])=[O:23]. The yield is 0.327. (2) The reactants are [CH2:1]([C:8]1[CH:13]=[C:12](Cl)[N:11]=[C:10]([Cl:15])[N:9]=1)[C:2]1[CH:7]=[CH:6][CH:5]=[CH:4][CH:3]=1.[CH3:16][Zn]C.C(OCC)(=O)C.O. The catalyst is O1CCCC1.C1C=CC([P]([Pd]([P](C2C=CC=CC=2)(C2C=CC=CC=2)C2C=CC=CC=2)([P](C2C=CC=CC=2)(C2C=CC=CC=2)C2C=CC=CC=2)[P](C2C=CC=CC=2)(C2C=CC=CC=2)C2C=CC=CC=2)(C2C=CC=CC=2)C2C=CC=CC=2)=CC=1. The product is [CH2:1]([C:8]1[CH:13]=[C:12]([CH3:16])[N:11]=[C:10]([Cl:15])[N:9]=1)[C:2]1[CH:7]=[CH:6][CH:5]=[CH:4][CH:3]=1. The yield is 0.830. (3) The reactants are [CH2:1]([O:8][C@H:9]1[CH2:13][C@H:12]([O:14][C:15]2[C:20]([F:21])=[CH:19][C:18]([S:22]([N:25](CC3C=CC(OC)=CC=3OC)[C:26]3[CH:31]=[CH:30][N:29]=[CH:28][N:27]=3)(=[O:24])=[O:23])=[C:17]([F:43])[CH:16]=2)[C@@H:11]([C:44]2[N:48]([CH3:49])[N:47]=[CH:46][CH:45]=2)[CH2:10]1)[C:2]1[CH:7]=[CH:6][CH:5]=[CH:4][CH:3]=1.C([SiH](CC)CC)C.FC(F)(F)C(O)=O. The catalyst is ClCCl. The product is [CH2:1]([O:8][C@H:9]1[CH2:13][C@H:12]([O:14][C:15]2[C:20]([F:21])=[CH:19][C:18]([S:22]([NH:25][C:26]3[CH:31]=[CH:30][N:29]=[CH:28][N:27]=3)(=[O:23])=[O:24])=[C:17]([F:43])[CH:16]=2)[C@@H:11]([C:44]2[N:48]([CH3:49])[N:47]=[CH:46][CH:45]=2)[CH2:10]1)[C:2]1[CH:7]=[CH:6][CH:5]=[CH:4][CH:3]=1. The yield is 0.870. (4) The reactants are [CH3:1][C@H:2]1[C@@H:7]([N:8]([C:10]2[N:18]=[CH:17][N:16]=[C:15]3[C:11]=2[CH:12]=[CH:13][NH:14]3)[CH3:9])[CH2:6][N:5]([C:19]([CH2:21][C:22]#[N:23])=[O:20])[CH2:4][CH2:3]1.Cl.O.O.O.O.O.[C:30]([O-:42])(=[O:41])[CH2:31][C:32]([CH2:37][C:38]([O-:40])=[O:39])([C:34]([O-:36])=[O:35])[OH:33].[Mg+2].[C:30]([O-:42])(=[O:41])[CH2:31][C:32]([CH2:37][C:38]([O-:40])=[O:39])([C:34]([O-:36])=[O:35])[OH:33].[Mg+2].[Mg+2].Cl.O1CCOCC1. The catalyst is O. The product is [CH3:1][C@H:2]1[C@@H:7]([N:8]([C:10]2[N:18]=[CH:17][N:16]=[C:15]3[C:11]=2[CH:12]=[CH:13][NH:14]3)[CH3:9])[CH2:6][N:5]([C:19]([CH2:21][C:22]#[N:23])=[O:20])[CH2:4][CH2:3]1.[CH2:37]([C:32]([OH:33])([C:34]([OH:36])=[O:35])[CH2:31][C:30]([OH:42])=[O:41])[C:38]([OH:40])=[O:39]. The yield is 0.920. (5) The reactants are CN1C(=O)CC(=O)N(C)C1=O.C([O:15][C:16]1[CH:30]=[CH:29][C:19]([CH2:20][O:21][CH2:22][CH2:23][N:24]2[CH:28]=[CH:27][N:26]=[N:25]2)=[C:18]([F:31])[CH:17]=1)C=C. The catalyst is ClCCl.[Pd].C1(P(C2C=CC=CC=2)C2C=CC=CC=2)C=CC=CC=1.C1(P(C2C=CC=CC=2)C2C=CC=CC=2)C=CC=CC=1.C1(P(C2C=CC=CC=2)C2C=CC=CC=2)C=CC=CC=1.C1(P(C2C=CC=CC=2)C2C=CC=CC=2)C=CC=CC=1. The product is [F:31][C:18]1[CH:17]=[C:16]([OH:15])[CH:30]=[CH:29][C:19]=1[CH2:20][O:21][CH2:22][CH2:23][N:24]1[CH:28]=[CH:27][N:26]=[N:25]1. The yield is 0.560. (6) The reactants are [CH:1]1([CH2:7][N:8]2[C:12]([C:13]3[CH:18]=[C:17]([C:19]([CH3:22])([CH3:21])[CH3:20])[CH:16]=[C:15]([C:23]([CH3:26])([CH3:25])[CH3:24])[CH:14]=3)=[CH:11][C:10]([S:27]([NH2:30])(=[O:29])=[O:28])=[C:9]2[CH3:31])[CH2:6][CH2:5][CH2:4][CH2:3][CH2:2]1.[H-].[Na+].Cl[CH2:35][CH2:36][O:37][CH2:38][CH2:39]Cl. The catalyst is CN(C=O)C. The product is [CH:1]1([CH2:7][N:8]2[C:12]([C:13]3[CH:18]=[C:17]([C:19]([CH3:22])([CH3:20])[CH3:21])[CH:16]=[C:15]([C:23]([CH3:24])([CH3:25])[CH3:26])[CH:14]=3)=[CH:11][C:10]([S:27]([N:30]3[CH2:39][CH2:38][O:37][CH2:36][CH2:35]3)(=[O:29])=[O:28])=[C:9]2[CH3:31])[CH2:2][CH2:3][CH2:4][CH2:5][CH2:6]1. The yield is 0.210. (7) The reactants are [CH3:1][O:2][C:3]1[CH:8]=[CH:7][C:6]([CH2:9][CH2:10][CH2:11][CH:12]([N:15]2C(=O)C3C(=CC=CC=3)C2=O)[C:13]#[CH:14])=[CH:5][CH:4]=1.NN.[ClH:28].CCOCC. The catalyst is CO. The product is [ClH:28].[CH3:1][O:2][C:3]1[CH:8]=[CH:7][C:6]([CH2:9][CH2:10][CH2:11][CH:12]([NH2:15])[C:13]#[CH:14])=[CH:5][CH:4]=1. The yield is 0.700.